Dataset: Full USPTO retrosynthesis dataset with 1.9M reactions from patents (1976-2016). Task: Predict the reactants needed to synthesize the given product. (1) Given the product [CH2:7]([O:14][C:15]1[C:16]([O:26][CH3:27])=[C:17]([CH2:21][CH2:22][NH2:23])[CH:18]=[CH:19][CH:20]=1)[C:8]1[CH:9]=[CH:10][CH:11]=[CH:12][CH:13]=1, predict the reactants needed to synthesize it. The reactants are: [H-].[Al+3].[Li+].[H-].[H-].[H-].[CH2:7]([O:14][C:15]1[CH:20]=[CH:19][CH:18]=[C:17]([CH:21]=[CH:22][N+:23]([O-])=O)[C:16]=1[O:26][CH3:27])[C:8]1[CH:13]=[CH:12][CH:11]=[CH:10][CH:9]=1.O.[OH-].[Na+]. (2) Given the product [Cl:18][C:7]1[CH:6]=[C:5]([C:13]([NH:25][CH2:24][CH2:23][N:22]([CH2:26][CH3:27])[CH2:20][CH3:21])=[O:15])[C:4]2[C:9](=[CH:10][CH:11]=[C:2]([I:1])[CH:3]=2)[N:8]=1, predict the reactants needed to synthesize it. The reactants are: [I:1][C:2]1[CH:3]=[C:4]2[C:9](=[CH:10][CH:11]=1)[NH:8][C:7](=O)[CH:6]=[C:5]2[C:13]([OH:15])=O.S(Cl)([Cl:18])=O.[CH2:20]([N:22]([CH2:26][CH3:27])[CH2:23][CH2:24][NH2:25])[CH3:21]. (3) Given the product [F:25][C:23]([F:24])([O:1][C:2]1[CH:7]=[CH:6][C:5]([C:8](=[O:10])[CH3:9])=[CH:4][CH:3]=1)[CH:22]([F:26])[O:21][C:20]([F:27])([F:28])[C:19]([F:29])([F:30])[C:18]([F:17])([F:31])[F:32], predict the reactants needed to synthesize it. The reactants are: [OH:1][C:2]1[CH:7]=[CH:6][C:5]([C:8](=[O:10])[CH3:9])=[CH:4][CH:3]=1.C(=O)([O-])[O-].[K+].[K+].[F:17][C:18]([F:32])([F:31])[C:19]([F:30])([F:29])[C:20]([F:28])([F:27])[O:21][C:22]([F:26])=[C:23]([F:25])[F:24].C(C1C=CC=C(OC(F)(F)C(F)OC(F)(F)C(F)(OC(F)(F)C(F)(F)C(F)(F)F)C(F)(F)F)C=1)#C.